From a dataset of Full USPTO retrosynthesis dataset with 1.9M reactions from patents (1976-2016). Predict the reactants needed to synthesize the given product. (1) Given the product [CH:1]([C@H:14]1[O:19][CH2:18][C@@H:17]([NH:20][CH2:28][C:27]2[CH:30]=[CH:31][C:24]([N+:21]([O-:23])=[O:22])=[CH:25][CH:26]=2)[CH2:16][CH2:15]1)([C:8]1[CH:13]=[CH:12][CH:11]=[CH:10][CH:9]=1)[C:2]1[CH:3]=[CH:4][CH:5]=[CH:6][CH:7]=1, predict the reactants needed to synthesize it. The reactants are: [CH:1]([C@H:14]1[O:19][CH2:18][C@@H:17]([NH2:20])[CH2:16][CH2:15]1)([C:8]1[CH:13]=[CH:12][CH:11]=[CH:10][CH:9]=1)[C:2]1[CH:7]=[CH:6][CH:5]=[CH:4][CH:3]=1.[N+:21]([C:24]1[CH:31]=[CH:30][C:27]([CH:28]=O)=[CH:26][CH:25]=1)([O-:23])=[O:22].C(O)(=O)C.[BH3-]C#N.[Na+]. (2) The reactants are: C(O[BH-](OC(=O)C)OC(=O)C)(=O)C.[Na+].[CH2:15]([N:22]1[CH2:27][CH2:26][NH:25][CH2:24][CH2:23]1)[C:16]1[CH:21]=[CH:20][CH:19]=[CH:18][CH:17]=1.[CH3:28][N:29]([CH3:40])[C:30](=[O:39])[CH2:31][CH:32]1[CH2:37][CH2:36][C:35](=O)[CH2:34][CH2:33]1.C(=O)([O-])[O-].[K+].[K+]. Given the product [CH2:15]([N:22]1[CH2:27][CH2:26][N:25]([CH:35]2[CH2:36][CH2:37][CH:32]([CH2:31][C:30]([N:29]([CH3:28])[CH3:40])=[O:39])[CH2:33][CH2:34]2)[CH2:24][CH2:23]1)[C:16]1[CH:17]=[CH:18][CH:19]=[CH:20][CH:21]=1, predict the reactants needed to synthesize it. (3) Given the product [F:1][C:2]1[CH:3]=[C:4]([CH:5]=[CH:6][C:7]=1[O:8][C:9]1[CH:14]=[CH:13][N:12]=[C:11]([C:15]([F:16])([F:17])[F:18])[CH:10]=1)[CH2:19][O:20][C:34]1[CH:35]=[C:36]2[NH:28][C:29]([CH3:40])([CH3:39])[CH2:30][N:31]2[C:32](=[O:38])[N:33]=1, predict the reactants needed to synthesize it. The reactants are: [F:1][C:2]1[CH:3]=[C:4]([CH2:19][OH:20])[CH:5]=[CH:6][C:7]=1[O:8][C:9]1[CH:14]=[CH:13][N:12]=[C:11]([C:15]([F:18])([F:17])[F:16])[CH:10]=1.C(OC([N:28]1[C:36]2[N:31]([C:32](=[O:38])[N:33]=[C:34](Cl)[CH:35]=2)[CH2:30][C:29]1([CH3:40])[CH3:39])=O)(C)(C)C.